Dataset: Peptide-MHC class II binding affinity with 134,281 pairs from IEDB. Task: Regression. Given a peptide amino acid sequence and an MHC pseudo amino acid sequence, predict their binding affinity value. This is MHC class II binding data. The peptide sequence is AFLIGANYLGKPKEQ. The MHC is DRB1_1101 with pseudo-sequence DRB1_1101. The binding affinity (normalized) is 0.364.